Dataset: Experimentally validated miRNA-target interactions with 360,000+ pairs, plus equal number of negative samples. Task: Binary Classification. Given a miRNA mature sequence and a target amino acid sequence, predict their likelihood of interaction. (1) The miRNA is hsa-miR-4670-3p with sequence UGAAGUUACAUCAUGGUCGCUU. The protein sequence of the target gene is MVFQTRYPSWIILCYIWLLRFAHTGEAQAAKEVLLLDSKAQQTELEWISSPPNGWEEISGLDENYTPIRTYQVCQVMEPNQNNWLRTNWISKGNAQRIFVELKFTLRDCNSLPGVLGTCKETFNLYYYETDYDTGRNIRENLYVKIDTIAADESFTQGDLGERKMKLNTEVREIGPLSKKGFYLAFQDVGACIALVSVKVYYKKCWSIIENLAIFPDTVTGSEFSSLVEVRGTCVSSAEEEAENAPRMHCSAEGEWLVPIGKCICKAGYQQKGDTCEPCGRGFYKSSSQDLQCSRCPTHS.... Result: 0 (no interaction). (2) The miRNA is hsa-miR-3179 with sequence AGAAGGGGUGAAAUUUAAACGU. The protein sequence of the target gene is MTTPNKTPPGADPKQLERTGTVREIGSQAVWSLSSCKPGFGVDQLRDDNLETYWQSDGSQPHLVNIQFRRKTTVKTLCIYADYKSDESYTPSKISVRVGNNFHNLQEIRQLELVEPSGWIHVPLTDNHKKPTRTFMIQIAVLANHQNGRDTHMRQIKIYTPVEESSIGKFPRCTTIDFMMYRSIR. Result: 0 (no interaction). (3) The miRNA is mmu-miR-694 with sequence CUGAAAAUGUUGCCUGAAG. The protein sequence of the target gene is MSQGDSNPAAIPHAAEDIQGDDRWMSQHNRFVLDCKDKEPDVLFVGDSMVQLMQQYEIWRELFSPLHALNFGIGGDTTRHVLWRLKNGELENIKPKVIVVWVGTNNHENTAEEVAGGIEAIVQLINTRQPQAKIIVLGLLPRGEKPNPLRQKNAKVNQLLKVSLPKLANVQLLDIDGGFVHSDGAISCHDMFDFLHLTGGGYAKICKPLHELIMQLLEETPEEKQTTIA. Result: 1 (interaction). (4) The miRNA is mmu-miR-468-3p with sequence UAUGACUGAUGUGCGUGUGUCUG. The protein sequence of the target gene is MSCSGSGADPEAAPASAASAPGPAPPVSAPAALPSSTAAENKASPAGTAGGPGAGAAAGGTGPLAARAGEPAERRGAAPVSAGGAAPPEGAISNGVYVLPSAANGDVKPVVSSTPLVDFLMQLEDYTPTIPDAVTGYYLNRAGFEASDPRIIRLISLAAQKFISDIANDALQHCKMKGTASGSSRSKSKDRKYTLTMEDLTPALSEYGINVKKPHYFT. Result: 0 (no interaction). (5) The miRNA is hsa-miR-412-5p with sequence UGGUCGACCAGUUGGAAAGUAAU. The protein sequence of the target gene is MSGGKYVDSEGHLYTVPIREQGNIYKPNNKAMADEVTEKQVYDAHTKEIDLVNRDPKHLNDDVVKIDFEDVIAEPEGTHSFDGIWKASFTTFTVTKYWFYRLLSTIFGIPMALIWGIYFAILSFLHIWAVVPCIKSFLIEIQCISRVYSIYVHTFCDPLFEAIGKIFSNIRISTQKEI. Result: 0 (no interaction).